Dataset: Full USPTO retrosynthesis dataset with 1.9M reactions from patents (1976-2016). Task: Predict the reactants needed to synthesize the given product. (1) The reactants are: [C:1]([NH:8][CH2:9][CH2:10][C:11]1[CH:17]=[CH:16][C:14]([NH2:15])=[CH:13][CH:12]=1)([O:3][C:4]([CH3:7])([CH3:6])[CH3:5])=[O:2].[C:18]1([C:24]([CH:26]=O)=[O:25])[CH:23]=[CH:22][CH:21]=[CH:20][CH:19]=1.[BH3-]C#N.[Na+]. Given the product [C:18]1([CH:24]([OH:25])[CH2:26][NH:15][C:14]2[CH:16]=[CH:17][C:11]([CH2:10][CH2:9][NH:8][C:1]([O:3][C:4]([CH3:6])([CH3:7])[CH3:5])=[O:2])=[CH:12][CH:13]=2)[CH:23]=[CH:22][CH:21]=[CH:20][CH:19]=1, predict the reactants needed to synthesize it. (2) The reactants are: [CH3:1][C:2]1([CH3:21])[C:6]2[C:7]([O:11][C:12]3[N:17]=[CH:16][C:15]([N+:18]([O-])=O)=[CH:14][N:13]=3)=[CH:8][CH:9]=[CH:10][C:5]=2[O:4][CH2:3]1.[Cl-].[NH4+]. Given the product [CH3:1][C:2]1([CH3:21])[C:6]2[C:7]([O:11][C:12]3[N:13]=[CH:14][C:15]([NH2:18])=[CH:16][N:17]=3)=[CH:8][CH:9]=[CH:10][C:5]=2[O:4][CH2:3]1, predict the reactants needed to synthesize it. (3) Given the product [F:76][C:58]1[C:59]([N:60]2[CH2:65][CH2:64][CH:63]([S:66]([N:69]3[CH2:74][CH2:73][N:72]([CH3:75])[CH2:71][CH2:70]3)(=[O:68])=[O:67])[CH2:62][CH2:61]2)=[C:54]([NH2:2])[CH:55]=[N:56][CH:57]=1, predict the reactants needed to synthesize it. The reactants are: C(=O)(OC(C)(C)C)[NH2:2].CC(C)([O-])C.[Na+].CC(C1C=C(C(C)C)C(C2C(P(C3CCCCC3)C3CCCCC3)=C(OC)C=CC=2OC)=C(C(C)C)C=1)C.Cl[C:54]1[CH:55]=[N:56][CH:57]=[C:58]([F:76])[C:59]=1[N:60]1[CH2:65][CH2:64][CH:63]([S:66]([N:69]2[CH2:74][CH2:73][N:72]([CH3:75])[CH2:71][CH2:70]2)(=[O:68])=[O:67])[CH2:62][CH2:61]1.C(O)(C(F)(F)F)=O. (4) Given the product [CH3:1][CH:2]1[CH2:11][C:10]([CH3:13])([CH3:12])[C:9]2[C:4](=[CH:5][CH:6]=[C:7]([C:35]#[C:34][Si:31]([CH3:33])([CH3:32])[CH3:30])[CH:8]=2)[C:3]1=[O:22], predict the reactants needed to synthesize it. The reactants are: [CH3:1][CH:2]1[CH2:11][C:10]([CH3:13])([CH3:12])[C:9]2[CH:8]=[C:7](OS(C(F)(F)F)(=O)=O)[CH:6]=[CH:5][C:4]=2[C:3]1=[O:22].C(N(CC)CC)C.[CH3:30][Si:31]([C:34]#[CH:35])([CH3:33])[CH3:32].C(OCC)(=O)C.